From a dataset of Forward reaction prediction with 1.9M reactions from USPTO patents (1976-2016). Predict the product of the given reaction. Given the reactants [NH2:1][C:2]1[CH:10]=[C:9]2[C:5]([CH2:6][NH:7][C:8]2=[O:11])=[CH:4][CH:3]=1.C([O-])([O-])=O.[K+].[K+].[C:18](O[C:18]([O:20][C:21]([CH3:24])([CH3:23])[CH3:22])=[O:19])([O:20][C:21]([CH3:24])([CH3:23])[CH3:22])=[O:19], predict the reaction product. The product is: [C:21]([O:20][C:18](=[O:19])[NH:1][C:2]1[CH:10]=[C:9]2[C:5](=[CH:4][CH:3]=1)[CH2:6][NH:7][C:8]2=[O:11])([CH3:24])([CH3:23])[CH3:22].